From a dataset of Full USPTO retrosynthesis dataset with 1.9M reactions from patents (1976-2016). Predict the reactants needed to synthesize the given product. (1) Given the product [CH3:16][S:13]([N:11]1[CH2:10][CH2:9][C:7]2[N:8]=[C:3]([NH:17][CH2:18][CH2:19][CH2:20][CH:21]3[CH2:26][CH2:25][N:24]([C:27]([O:29][C:30]([CH3:33])([CH3:32])[CH3:31])=[O:28])[CH2:23][CH2:22]3)[N:4]=[CH:5][C:6]=2[CH2:12]1)(=[O:14])=[O:15], predict the reactants needed to synthesize it. The reactants are: CO[C:3]1[N:4]=[CH:5][C:6]2[CH2:12][N:11]([S:13]([CH3:16])(=[O:15])=[O:14])[CH2:10][CH2:9][C:7]=2[N:8]=1.[NH2:17][CH2:18][CH2:19][CH2:20][CH:21]1[CH2:26][CH2:25][N:24]([C:27]([O:29][C:30]([CH3:33])([CH3:32])[CH3:31])=[O:28])[CH2:23][CH2:22]1. (2) Given the product [CH3:10][O:9][C@H:6]1[C:5]([CH3:11])([CH3:12])[O:4][C@@H:3]([O:13][C:14]2[CH:23]=[C:22]3[C:17]([CH:18]=[C:19]([NH:25][C:26](=[O:28])[CH3:27])[C:20](=[O:24])[O:21]3)=[CH:16][CH:15]=2)[C@@H:2]2[O:1][C:29](=[O:30])[O:8][C@H:7]12, predict the reactants needed to synthesize it. The reactants are: [OH:1][C@@H:2]1[C@H:7]([OH:8])[C@@H:6]([O:9][CH3:10])[C:5]([CH3:12])([CH3:11])[O:4][C@H:3]1[O:13][C:14]1[CH:23]=[C:22]2[C:17]([CH:18]=[C:19]([NH:25][C:26](=[O:28])[CH3:27])[C:20](=[O:24])[O:21]2)=[CH:16][CH:15]=1.[CH3:29][OH:30]. (3) Given the product [Br:1][C:2]1[CH:6]=[C:5]([C:7]2[O:12][C:11](=[O:13])[C:10]3[CH:14]=[C:15]([C:29]#[N:28])[CH:16]=[C:17]([CH3:18])[C:9]=3[N:8]=2)[N:4]([C:20]2[C:25]([Cl:26])=[CH:24][CH:23]=[CH:22][N:21]=2)[N:3]=1, predict the reactants needed to synthesize it. The reactants are: [Br:1][C:2]1[CH:6]=[C:5]([C:7]2[O:12][C:11](=[O:13])[C:10]3[CH:14]=[C:15](I)[CH:16]=[C:17]([CH3:18])[C:9]=3[N:8]=2)[N:4]([C:20]2[C:25]([Cl:26])=[CH:24][CH:23]=[CH:22][N:21]=2)[N:3]=1.O1C2C=CC=CC=2C[C:29](=O)[NH:28]1.[Cu]C#N. (4) Given the product [CH3:17][CH:18]([CH3:22])[CH2:19][C:20]#[C:21][C:2]1[CH:7]=[CH:6][N:5]=[C:4]([S:8][CH3:9])[N:3]=1, predict the reactants needed to synthesize it. The reactants are: I[C:2]1[CH:7]=[CH:6][N:5]=[C:4]([S:8][CH3:9])[N:3]=1.C(N(CC)CC)C.[CH3:17][CH:18]([CH3:22])[CH2:19][C:20]#[CH:21].O.